This data is from Full USPTO retrosynthesis dataset with 1.9M reactions from patents (1976-2016). The task is: Predict the reactants needed to synthesize the given product. Given the product [CH2:6]([CH:5]1[CH2:10][CH2:1][N:2]([CH2:11][CH2:12][NH:13][C:15]2[CH:16]=[C:17]([NH:21][C:22]3[C:31]4[C:26](=[CH:27][CH:28]=[CH:29][CH:30]=4)[N:25]=[C:24]([CH3:32])[CH:23]=3)[N:18]=[CH:19][N:20]=2)[CH2:3][CH2:4]1)[C:7]1[CH:8]=[CH:9][CH:35]=[CH:33][CH:34]=1, predict the reactants needed to synthesize it. The reactants are: [CH2:1]1[C:10]2[C:5](=[CH:6][CH:7]=[CH:8][CH:9]=2)[CH2:4][CH2:3][N:2]1[CH2:11][CH2:12][NH2:13].Cl[C:15]1[N:20]=[CH:19][N:18]=[C:17]([NH:21][C:22]2[C:31]3[C:26](=[CH:27][CH:28]=[CH:29][CH:30]=3)[N:25]=[C:24]([CH3:32])[CH:23]=2)[CH:16]=1.[CH:33](N(C(C)C)CC)([CH3:35])[CH3:34].